This data is from Retrosynthesis with 50K atom-mapped reactions and 10 reaction types from USPTO. The task is: Predict the reactants needed to synthesize the given product. (1) Given the product CCOC(=O)c1ccc(OCCC2CCN(C(=O)NC(C)C)CC2)cc1, predict the reactants needed to synthesize it. The reactants are: CC(C)N=C=O.CCOC(=O)c1ccc(OCCC2CCNCC2)cc1. (2) Given the product C[C@@H](Nc1nc(Nc2ccc(S(=O)(CCO)=NS(=O)(=O)CC[Si](C)(C)C)cc2)ncc1Br)C(C)(C)O, predict the reactants needed to synthesize it. The reactants are: C[C@@H](Nc1nc(Cl)ncc1Br)C(C)(C)O.C[Si](C)(C)CCS(=O)(=O)N=S(=O)(CCO)c1ccc(N)cc1. (3) Given the product O=C1CCCc2c(OCc3cc(Cl)ccc3Br)cccc21, predict the reactants needed to synthesize it. The reactants are: Clc1ccc(Br)c(CBr)c1.O=C1CCCc2c(O)cccc21. (4) Given the product C#CCOc1ccc(CCC(=O)NCc2ccc(COc3ccccc3)cc2)cc1OC, predict the reactants needed to synthesize it. The reactants are: C#CCOc1ccc(CCC(=O)NCc2ccc(COS(C)(=O)=O)cc2)cc1OC.Oc1ccccc1.